This data is from Forward reaction prediction with 1.9M reactions from USPTO patents (1976-2016). The task is: Predict the product of the given reaction. (1) Given the reactants C[Si]([N-][Si](C)(C)C)(C)C.[K+].[C:11]1(C)C=CC=CC=1.[CH3:18][O:19][CH2:20][O:21][C:22]1[C:27]([CH3:28])=[CH:26][CH:25]=[C:24]([O:29][CH2:30][O:31][CH3:32])[C:23]=1[C:33](=O)[C:34]([O:36][CH2:37][CH3:38])=[O:35], predict the reaction product. The product is: [CH3:18][O:19][CH2:20][O:21][C:22]1[C:27]([CH3:28])=[CH:26][CH:25]=[C:24]([O:29][CH2:30][O:31][CH3:32])[C:23]=1[C:33](=[CH2:11])[C:34]([O:36][CH2:37][CH3:38])=[O:35]. (2) Given the reactants [CH3:1][O:2][C:3]1[CH:10]=[CH:9][C:6]([CH:7]=O)=[CH:5][CH:4]=1.ClC1C=CC(C[CH:17]2[C:22](=[O:23])[O:21][C:20]([CH3:25])([CH3:24])[O:19][C:18]2=[O:26])=CC=1.BrC1C=C2C(=CC=1)N=C(Cl)C(CC1C=CC(Cl)=CC=1)=C2Cl, predict the reaction product. The product is: [CH3:1][O:2][C:3]1[CH:10]=[CH:9][C:6]([CH2:7][CH:17]2[C:22](=[O:23])[O:21][C:20]([CH3:25])([CH3:24])[O:19][C:18]2=[O:26])=[CH:5][CH:4]=1.